Task: Predict the product of the given reaction.. Dataset: Forward reaction prediction with 1.9M reactions from USPTO patents (1976-2016) Given the reactants O[C@@H]([C@H](O)C(O)=O)C(O)=O.[F:11][C:12]1[CH:17]=[CH:16][C:15]([NH:18][CH:19]([C:31]2[CH:36]=[CH:35][CH:34]=[CH:33][CH:32]=2)[C:20]([O:22][C@@H:23]2[CH:28]3[CH2:29][CH2:30][N:25]([CH2:26][CH2:27]3)[CH2:24]2)=[O:21])=[CH:14][CH:13]=1, predict the reaction product. The product is: [F:11][C:12]1[CH:17]=[CH:16][C:15]([NH:18][C@H:19]([C:31]2[CH:32]=[CH:33][CH:34]=[CH:35][CH:36]=2)[C:20]([O:22][C@@H:23]2[CH:28]3[CH2:29][CH2:30][N:25]([CH2:26][CH2:27]3)[CH2:24]2)=[O:21])=[CH:14][CH:13]=1.